The task is: Predict the product of the given reaction.. This data is from Forward reaction prediction with 1.9M reactions from USPTO patents (1976-2016). Given the reactants [NH2:1][C:2]1[C:7]([C:8]#[N:9])=[C:6]([C:10]2[CH:19]=[CH:18][C:13]3[O:14]C[CH2:16][O:17][C:12]=3[CH:11]=2)[C:5]([C:20]#[N:21])=[C:4](SC)[N:3]=1.CC(C)([O-])C.[K+].[OH:30][CH2:31][C:32]1[CH:36]=[CH:35][S:34][CH:33]=1, predict the reaction product. The product is: [NH2:1][C:2]1[C:7]([C:8]#[N:9])=[C:6]([C:10]2[CH:19]=[CH:18][C:13]3[O:14][CH2:16][O:17][C:12]=3[CH:11]=2)[C:5]([C:20]#[N:21])=[C:4]([O:30][CH2:31][C:32]2[CH:36]=[CH:35][S:34][CH:33]=2)[N:3]=1.